From a dataset of Full USPTO retrosynthesis dataset with 1.9M reactions from patents (1976-2016). Predict the reactants needed to synthesize the given product. (1) The reactants are: Cl[C:2]1[C:3]([CH2:22][O:23][CH:24]2[CH2:29][CH2:28][CH2:27][CH2:26][O:25]2)=[C:4]2[C:8](=[C:9]([CH3:11])[CH:10]=1)[N:7]([S:12]([C:15]1[CH:21]=[CH:20][C:18]([CH3:19])=[CH:17][CH:16]=1)(=[O:14])=[O:13])[CH:6]=[CH:5]2.C(=O)([O-])[O-].[Cs+].[Cs+].[K].O.O1CCO[CH2:40][CH2:39]1. Given the product [CH2:39]([C:2]1[C:3]([CH2:22][O:23][CH:24]2[CH2:29][CH2:28][CH2:27][CH2:26][O:25]2)=[C:4]2[C:8](=[C:9]([CH3:11])[CH:10]=1)[N:7]([S:12]([C:15]1[CH:21]=[CH:20][C:18]([CH3:19])=[CH:17][CH:16]=1)(=[O:14])=[O:13])[CH:6]=[CH:5]2)[CH3:40], predict the reactants needed to synthesize it. (2) Given the product [C:37]([Si:24]([C:31]1[CH:36]=[CH:35][CH:34]=[CH:33][CH:32]=1)([C:25]1[CH:26]=[CH:27][CH:28]=[CH:29][CH:30]=1)[O:1][CH2:2][CH2:3][CH:4]1[NH:8][C:7](=[O:9])[N:6]([CH2:10][C:11]2[CH:16]=[CH:15][C:14]([CH3:17])=[CH:13][CH:12]=2)[C:5]1=[O:18])([CH3:40])([CH3:38])[CH3:39], predict the reactants needed to synthesize it. The reactants are: [OH:1][CH2:2][CH2:3][CH:4]1[NH:8][C:7](=[O:9])[N:6]([CH2:10][C:11]2[CH:16]=[CH:15][C:14]([CH3:17])=[CH:13][CH:12]=2)[C:5]1=[O:18].N1C=CN=C1.[Si:24](Cl)([C:37]([CH3:40])([CH3:39])[CH3:38])([C:31]1[CH:36]=[CH:35][CH:34]=[CH:33][CH:32]=1)[C:25]1[CH:30]=[CH:29][CH:28]=[CH:27][CH:26]=1.Cl.